Predict the reaction yield, written as a fraction of the theoretical maximum amount of product (1.0 means a 100% yield; for example, 0.34 means a 34% yield). From a dataset of Reaction yield outcomes from USPTO patents with 853,638 reactions. (1) The reactants are [Br:1][C:2]1[CH:25]=[CH:24][C:5]([CH2:6][CH2:7][C:8]2[S:9][C:10]3[N:11]=[C:12]([NH2:23])[N:13]=[C:14]([N:17]4[CH2:22][CH2:21][NH:20][CH2:19][CH2:18]4)[C:15]=3[N:16]=2)=[CH:4][CH:3]=1.[CH3:26][O:27][C:28]1[CH:38]=[CH:37][C:31]([O:32][CH2:33][C:34](O)=[O:35])=[CH:30][CH:29]=1. No catalyst specified. The product is [NH2:23][C:12]1[N:13]=[C:14]([N:17]2[CH2:18][CH2:19][N:20]([C:34](=[O:35])[CH2:33][O:32][C:31]3[CH:37]=[CH:38][C:28]([O:27][CH3:26])=[CH:29][CH:30]=3)[CH2:21][CH2:22]2)[C:15]2[N:16]=[C:8]([CH2:7][CH2:6][C:5]3[CH:24]=[CH:25][C:2]([Br:1])=[CH:3][CH:4]=3)[S:9][C:10]=2[N:11]=1. The yield is 0.400. (2) The catalyst is CN1CCCC1=O.C(O)(=O)C. The yield is 0.550. The reactants are [NH2:1][C:2]1[CH:10]=[CH:9][C:5]([C:6]([OH:8])=[O:7])=[CH:4][C:3]=1[NH:11][C:12]([NH:14][C:15](=[O:24])[C:16]1[CH:21]=[CH:20][C:19]([F:22])=[CH:18][C:17]=1[Cl:23])=[O:13].N1C=CC=CC=1.Cl[C:32]([O:34][CH3:35])=[O:33].O. The product is [Cl:23][C:17]1[CH:18]=[C:19]([F:22])[CH:20]=[CH:21][C:16]=1[C:15]([NH:14][C:12](=[O:13])[NH:11][C:3]1[CH:4]=[C:5]([CH:9]=[CH:10][C:2]=1[NH:1][C:32]([O:34][CH3:35])=[O:33])[C:6]([OH:8])=[O:7])=[O:24]. (3) The reactants are [CH3:1][C:2]1([CH3:26])[N:8]([CH2:9][CH2:10][CH2:11][CH2:12][OH:13])[C:6](=[S:7])[N:5]([C:14]2[CH:15]=[CH:16][C:17]([C:24]#[N:25])=[C:18]([C:20]([F:23])([F:22])[F:21])[CH:19]=2)[C:3]1=[O:4].C1C=C[NH+]=CC=1.C1C=C[NH+]=CC=1.[O-:39][Cr](O[Cr]([O-])(=O)=O)(=O)=O. The catalyst is CN(C=O)C. The product is [C:24]([C:17]1[CH:16]=[CH:15][C:14]([N:5]2[C:3](=[O:4])[C:2]([CH3:26])([CH3:1])[N:8]([CH2:9][CH2:10][CH2:11][C:12]([OH:39])=[O:13])[C:6]2=[S:7])=[CH:19][C:18]=1[C:20]([F:23])([F:22])[F:21])#[N:25]. The yield is 0.900. (4) The reactants are [F:1][C:2]1[C:3]([CH3:28])=[CH:4][C:5]2[N:9]=[CH:8][N:7]([CH:10]3[CH2:15][CH2:14][N:13]([CH2:16][CH:17]4[CH2:25][C:24]5[C:19](=[CH:20][CH:21]=[C:22]([F:26])[CH:23]=5)[CH2:18]4)[CH2:12][CH2:11]3)[C:6]=2[CH:27]=1.[Li]C(C)(C)C.[CH3:34][C:35]([CH3:37])=[O:36]. The catalyst is C1COCC1. The product is [F:1][C:2]1[C:3]([CH3:28])=[CH:4][C:5]2[N:9]=[C:8]([C:35]([OH:36])([CH3:37])[CH3:34])[N:7]([CH:10]3[CH2:11][CH2:12][N:13]([CH2:16][CH:17]4[CH2:25][C:24]5[C:19](=[CH:20][CH:21]=[C:22]([F:26])[CH:23]=5)[CH2:18]4)[CH2:14][CH2:15]3)[C:6]=2[CH:27]=1. The yield is 0.170. (5) The reactants are [Br:1]N1C(=O)CCC1=O.[CH2:9]([O:11][C:12]([C:14]1[N:15]=[CH:16][S:17][C:18]=1[NH2:19])=[O:13])[CH3:10]. The catalyst is C(#N)C.CCOC(C)=O. The product is [NH2:19][C:18]1[S:17][C:16]([Br:1])=[N:15][C:14]=1[C:12]([O:11][CH2:9][CH3:10])=[O:13]. The yield is 0.580. (6) The reactants are [H-].[Al+3].[Li+].[H-].[H-].[H-].C[O-].[Na+].[CH3:10][C@:11]12[C:19]([C:20]3([CH2:23][C:24]#[C:25][C:26]([OH:35])([C:31]([F:34])([F:33])[F:32])[C:27]([F:30])([F:29])[F:28])[CH2:22][CH2:21]3)=[CH:18][CH2:17][C@H:16]1[C@@H:15]([OH:36])[CH2:14][CH2:13][CH2:12]2. The catalyst is O1CCCC1. The product is [CH3:10][C@:11]12[C:19]([C:20]3([CH2:23]/[CH:24]=[CH:25]/[C:26]([OH:35])([C:31]([F:32])([F:33])[F:34])[C:27]([F:29])([F:30])[F:28])[CH2:22][CH2:21]3)=[CH:18][CH2:17][C@H:16]1[C@@H:15]([OH:36])[CH2:14][CH2:13][CH2:12]2. The yield is 0.870. (7) The reactants are [Br:1][CH2:2][CH2:3][CH2:4][CH2:5][CH2:6][CH2:7][O:8][C:9]1[CH:10]=[C:11]([C:15]([NH2:17])=[O:16])[CH:12]=[CH:13][CH:14]=1.[C:18]1([P:24]([C:31]2[CH:36]=[CH:35][CH:34]=[CH:33][CH:32]=2)[C:25]2[CH:30]=[CH:29][CH:28]=[CH:27][CH:26]=2)[CH:23]=[CH:22][CH:21]=[CH:20][CH:19]=1. The catalyst is CC#N. The product is [Br-:1].[NH2:17][C:15]([C:11]1[CH:10]=[C:9]([CH:14]=[CH:13][CH:12]=1)[O:8][CH2:7][CH2:6][CH2:5][CH2:4][CH2:3][CH2:2][P+:24]([C:25]1[CH:26]=[CH:27][CH:28]=[CH:29][CH:30]=1)([C:31]1[CH:36]=[CH:35][CH:34]=[CH:33][CH:32]=1)[C:18]1[CH:19]=[CH:20][CH:21]=[CH:22][CH:23]=1)=[O:16]. The yield is 1.00. (8) The reactants are C([N:8]1[CH2:12][CH2:11][CH:10]([CH2:13][NH:14][C:15](=[O:21])[O:16][C:17]([CH3:20])([CH3:19])[CH3:18])[CH2:9]1)C1C=CC=CC=1. The catalyst is CCOC(C)=O.[OH-].[OH-].[Pd+2]. The product is [NH:8]1[CH2:12][CH2:11][CH:10]([CH2:13][NH:14][C:15](=[O:21])[O:16][C:17]([CH3:19])([CH3:18])[CH3:20])[CH2:9]1. The yield is 0.900.